Dataset: Forward reaction prediction with 1.9M reactions from USPTO patents (1976-2016). Task: Predict the product of the given reaction. (1) Given the reactants C(OP([CH2:9][C:10]([O:12][CH2:13][CH3:14])=[O:11])(OCC)=O)C.[H-].[Na+].[CH:17]([C:19]1[S:20][CH:21]=[CH:22][C:23]=1[C:24]1[C:25](=[O:42])[N:26]([C:36]2[CH:41]=[CH:40][CH:39]=[CH:38][CH:37]=2)[CH:27]=[C:28]([C:30]2[CH:35]=[CH:34][CH:33]=[CH:32][N:31]=2)[CH:29]=1)=O.O, predict the reaction product. The product is: [CH3:14][CH2:13][O:12][C:10]([CH:9]=[CH:17][C:19]1[S:20][CH:21]=[CH:22][C:23]=1[C:24]1[C:25](=[O:42])[N:26]([C:36]2[CH:41]=[CH:40][CH:39]=[CH:38][CH:37]=2)[CH:27]=[C:28]([C:30]2[CH:35]=[CH:34][CH:33]=[CH:32][N:31]=2)[CH:29]=1)=[O:11]. (2) Given the reactants [OH:1][C:2]1[CH:9]=[CH:8][C:5]([C:6]#[N:7])=[CH:4][CH:3]=1.Cl[C:11]1[C:20]2[C:15](=[CH:16][C:17]([O:21][CH3:22])=[CH:18][CH:19]=2)[CH:14]=[C:13]([NH:23][C:24]2[CH:28]=[C:27]([CH3:29])[NH:26][N:25]=2)[N:12]=1, predict the reaction product. The product is: [CH3:29][C:27]1[NH:26][N:25]=[C:24]([NH:23][C:13]2[N:12]=[C:11]([O:1][C:2]3[CH:9]=[CH:8][C:5]([C:6]#[N:7])=[CH:4][CH:3]=3)[C:20]3[C:15]([CH:14]=2)=[CH:16][C:17]([O:21][CH3:22])=[CH:18][CH:19]=3)[CH:28]=1. (3) Given the reactants I[C:2]1[C:3]([C:16]2[CH:21]=[CH:20][CH:19]=[C:18]([N+:22]([O-:24])=[O:23])[CH:17]=2)=[N:4][N:5]([CH2:7][C:8]2[CH:13]=[CH:12][C:11]([O:14][CH3:15])=[CH:10][CH:9]=2)[CH:6]=1.[CH3:25][C:26]1([CH3:33])[C:30]([CH3:32])([CH3:31])[O:29][BH:28][O:27]1.COC1C=CC=C(OC)C=1C1C=CC=CC=1P(C1CCCCC1)C1CCCCC1.C(N(CC)CC)C, predict the reaction product. The product is: [CH3:15][O:14][C:11]1[CH:12]=[CH:13][C:8]([CH2:7][N:5]2[CH:6]=[C:2]([B:28]3[O:29][C:30]([CH3:32])([CH3:31])[C:26]([CH3:33])([CH3:25])[O:27]3)[C:3]([C:16]3[CH:21]=[CH:20][CH:19]=[C:18]([N+:22]([O-:24])=[O:23])[CH:17]=3)=[N:4]2)=[CH:9][CH:10]=1. (4) Given the reactants [CH3:1][C:2]1([CH3:23])[C:10]2[C:5](=[CH:6][CH:7]=[CH:8][CH:9]=2)[N:4]([C:11]([O:13][C:14]([CH3:17])([CH3:16])[CH3:15])=[O:12])[CH:3]1[C:18]([O:20]CC)=[O:19].CO.[OH-].[Li+], predict the reaction product. The product is: [C:14]([O:13][C:11]([N:4]1[C:5]2[C:10](=[CH:9][CH:8]=[CH:7][CH:6]=2)[C:2]([CH3:23])([CH3:1])[CH:3]1[C:18]([OH:20])=[O:19])=[O:12])([CH3:17])([CH3:15])[CH3:16]. (5) Given the reactants [CH2:1]([NH:4][C:5]1[C:14]2[C:9](=[CH:10][CH:11]=[C:12]([Cl:18])[C:13]=2[N+]([O-])=O)[N:8]=[C:7](Cl)[N:6]=1)[CH:2]=[CH2:3].[CH2:20]([NH:23][CH2:24][CH:25]=[CH2:26])[CH:21]=[CH2:22], predict the reaction product. The product is: [CH2:1]([NH:4][C:5]1[C:14]2[C:9](=[CH:10][CH:11]=[C:12]([Cl:18])[CH:13]=2)[N:8]=[C:7]([N:23]([CH2:24][CH:25]=[CH2:26])[CH2:20][CH:21]=[CH2:22])[N:6]=1)[CH:2]=[CH2:3]. (6) Given the reactants [CH:1]([C:4]1[CH:10]=[CH:9][CH:8]=[C:7]([CH:11]([CH3:13])[CH3:12])[C:5]=1[NH2:6])([CH3:3])[CH3:2].C1([O-])C=CC=CC=1.[C:21]([C:25]1[CH:30]=[C:29]([C:31]([CH3:34])([CH3:33])[CH3:32])[CH:28]=[CH:27][C:26]=1[OH:35])([CH3:24])([CH3:23])[CH3:22].[OH-].[Na+].[N:38]1C=CC=CC=1, predict the reaction product. The product is: [CH:11]([C:7]1[CH:8]=[CH:9][CH:10]=[C:4]([CH:1]([CH3:3])[CH3:2])[C:5]=1[N:6]=[N:38][C:27]1[CH:28]=[C:29]([C:31]([CH3:34])([CH3:33])[CH3:32])[CH:30]=[C:25]([C:21]([CH3:24])([CH3:23])[CH3:22])[C:26]=1[OH:35])([CH3:13])[CH3:12].